From a dataset of Catalyst prediction with 721,799 reactions and 888 catalyst types from USPTO. Predict which catalyst facilitates the given reaction. (1) Reactant: C[O:2][C:3](=[O:70])[CH2:4][NH:5][C:6](=[O:69])[C@H:7]([CH:66]([CH3:68])[CH3:67])[NH:8][C:9](=[O:65])[CH2:10][NH:11][C:12](=[O:64])[C@@H:13]1[CH2:17][CH2:16][CH2:15][N:14]1[C:18](=[O:63])[C@H:19]([CH:60]([CH3:62])[CH3:61])[NH:20][C:21](=[O:59])[CH2:22][NH:23][C:24](=[O:58])[C@H:25]([CH:55]([CH3:57])[CH3:56])[NH:26][C:27](=[O:54])[CH2:28][NH:29][C:30](=[O:53])[C@@H:31]1[CH2:35][CH2:34][CH2:33][N:32]1[C:36](=[O:52])[C@H:37]([CH:49]([CH3:51])[CH3:50])[NH:38][C:39]([O:41][CH2:42][C:43]1[CH:48]=[CH:47][CH:46]=[CH:45][CH:44]=1)=[O:40].[Li+].[OH-].Cl. Product: [C:39]([NH:38][C@H:37]([C:36]([N:32]1[CH2:33][CH2:34][CH2:35][C@H:31]1[C:30]([NH:29][CH2:28][C:27]([NH:26][C@H:25]([C:24]([NH:23][CH2:22][C:21]([NH:20][C@H:19]([C:18]([N:14]1[CH2:15][CH2:16][CH2:17][C@H:13]1[C:12]([NH:11][CH2:10][C:9]([NH:8][C@H:7]([C:6]([NH:5][CH2:4][C:3]([OH:70])=[O:2])=[O:69])[CH:66]([CH3:68])[CH3:67])=[O:65])=[O:64])=[O:63])[CH:60]([CH3:62])[CH3:61])=[O:59])=[O:58])[CH:55]([CH3:57])[CH3:56])=[O:54])=[O:53])=[O:52])[CH:49]([CH3:50])[CH3:51])([O:41][CH2:42][C:43]1[CH:48]=[CH:47][CH:46]=[CH:45][CH:44]=1)=[O:40]. The catalyst class is: 1. (2) Reactant: [Cl:1][CH2:2][CH:3]([OH:6])[CH2:4][OH:5].[O:7]=[C:8]([NH:33][C:34]1[C:35]([I:53])=[C:36]([C:50]([NH2:52])=[O:51])[C:37]([I:49])=[C:38]([C:41]([NH:43][CH2:44][CH:45]([OH:48])[CH2:46][OH:47])=[O:42])[C:39]=1[I:40])[CH2:9][C:10]([NH:12][C:13]1[C:14]([I:32])=[C:15]([C:29]([NH2:31])=[O:30])[C:16]([I:28])=[C:17]([C:20]([NH:22][CH2:23][CH:24]([OH:27])[CH2:25][OH:26])=[O:21])[C:18]=1[I:19])=[O:11].Cl.[OH-].[Na+].[Cl-].[Cl-].[Ca+2:59].O.[Cl:61][CH2:62][CH:63]([OH:66])[CH2:64][OH:65].O. Product: [Cl-:1].[Cl-:61].[Ca+2:59].[Cl:1][CH2:2][CH:3]([OH:6])[CH2:4][OH:5].[O:11]=[C:10]([N:12]([C:13]1[C:14]([I:32])=[C:15]([C:29]([NH2:31])=[O:30])[C:16]([I:28])=[C:17]([C:20]([NH:22][CH2:23][CH:24]([OH:27])[CH2:25][OH:26])=[O:21])[C:18]=1[I:19])[CH2:62][CH:63]([OH:66])[CH2:64][OH:65])[CH2:9][C:8]([N:33]([C:34]1[C:35]([I:53])=[C:36]([C:50]([NH2:52])=[O:51])[C:37]([I:49])=[C:38]([C:41]([NH:43][CH2:44][CH:45]([OH:48])[CH2:46][OH:47])=[O:42])[C:39]=1[I:40])[CH2:2][CH:3]([OH:6])[CH2:4][OH:5])=[O:7]. The catalyst class is: 211.